Dataset: Forward reaction prediction with 1.9M reactions from USPTO patents (1976-2016). Task: Predict the product of the given reaction. (1) Given the reactants Br[C:2]1[CH:7]=[CH:6][C:5]([C:8]2[N:12]([CH2:13][C@@H:14]3[CH2:18][CH2:17][N:16]([C:19]([CH:21]4[CH2:23][CH2:22]4)=[O:20])[CH2:15]3)[C:11]3[CH:24]=[CH:25][C:26]([F:28])=[CH:27][C:10]=3[N:9]=2)=[CH:4][CH:3]=1.CC1(C)C(C)(C)OB([C:37]2[CH:38]=[CH:39][C:40]3[O:44][CH:43]=[CH:42][C:41]=3[CH:45]=2)O1.C(=O)([O-])[O-].[Cs+].[Cs+], predict the reaction product. The product is: [O:44]1[C:40]2[CH:39]=[CH:38][C:37]([C:2]3[CH:3]=[CH:4][C:5]([C:8]4[N:12]([CH2:13][C@@H:14]5[CH2:18][CH2:17][N:16]([C:19]([CH:21]6[CH2:22][CH2:23]6)=[O:20])[CH2:15]5)[C:11]5[CH:24]=[CH:25][C:26]([F:28])=[CH:27][C:10]=5[N:9]=4)=[CH:6][CH:7]=3)=[CH:45][C:41]=2[CH:42]=[CH:43]1. (2) Given the reactants Br[C:2]1[C:7](=[O:8])[N:6]2[CH:9]=[C:10]([F:13])[CH:11]=[CH:12][C:5]2=[N:4][C:3]=1[CH:14]([N:16]([CH2:31][CH2:32][S:33]([CH2:36][CH3:37])(=[O:35])=[O:34])[C:17](=[O:30])[CH2:18][C:19]1[CH:24]=[CH:23][C:22]([F:25])=[C:21]([C:26]([F:29])([F:28])[F:27])[CH:20]=1)[CH3:15].[C:38]([C:40]1[CH:45]=[CH:44][C:43](B(O)O)=[CH:42][CH:41]=1)#[N:39].C(=O)([O-])[O-].[Na+].[Na+], predict the reaction product. The product is: [C:38]([C:40]1[CH:45]=[CH:44][C:43]([C:2]2[C:7](=[O:8])[N:6]3[CH:9]=[C:10]([F:13])[CH:11]=[CH:12][C:5]3=[N:4][C:3]=2[CH:14]([N:16]([CH2:31][CH2:32][S:33]([CH2:36][CH3:37])(=[O:35])=[O:34])[C:17](=[O:30])[CH2:18][C:19]2[CH:24]=[CH:23][C:22]([F:25])=[C:21]([C:26]([F:29])([F:28])[F:27])[CH:20]=2)[CH3:15])=[CH:42][CH:41]=1)#[N:39].